Dataset: Forward reaction prediction with 1.9M reactions from USPTO patents (1976-2016). Task: Predict the product of the given reaction. (1) The product is: [NH2:1][C:2]1[N:7]=[C:6]([NH2:8])[C:5]([NH2:9])=[C:4]([OH:11])[N:3]=1. Given the reactants [NH2:1][C:2]1[N:7]=[C:6]([NH2:8])[C:5]([N:9]=O)=[C:4]([OH:11])[N:3]=1.S(S([O-])=O)([O-])=O.[Na+].[Na+], predict the reaction product. (2) Given the reactants Cl.C(OC(=O)[C@H](C)N[C:13]1[CH:18]=[CH:17][C:16]([C:19]2[CH:24]=[CH:23][CH:22]=[CH:21][CH:20]=2)=[CH:15][CH:14]=1)C1C=CC=CC=1.N1C=CN=C1.C(N1C=CN=C1)(N1C=CN=C1)=[O:33].C(NCCN(C)C)CC(C)C.[CH2:55]([C@H:62]([NH:72][C:73]([N:75]([CH2:81][CH2:82][N:83]([CH3:85])[CH3:84])[CH2:76][CH2:77][CH:78]([CH3:80])[CH3:79])=[O:74])[CH2:63][O:64][CH2:65][C:66]1[CH:71]=[CH:70][CH:69]=[CH:68][CH:67]=1)C1C=CC=CC=1, predict the reaction product. The product is: [CH2:65]([O:64][C:63]([C@@H:62]([NH:72][C:73]([N:75]([CH2:81][CH2:82][N:83]([CH3:85])[CH3:84])[CH2:76][CH2:77][CH:78]([CH3:80])[CH3:79])=[O:74])[CH2:55][C:13]1[CH:14]=[CH:15][C:16]([C:19]2[CH:20]=[CH:21][CH:22]=[CH:23][CH:24]=2)=[CH:17][CH:18]=1)=[O:33])[C:66]1[CH:71]=[CH:70][CH:69]=[CH:68][CH:67]=1. (3) Given the reactants [F:1][C:2]1[CH:3]=[CH:4][C:5]([OH:17])=[N:6][C:7]=1[NH:8][CH2:9][C:10]1([CH3:16])[CH2:15][CH2:14][O:13][CH2:12][CH2:11]1.C(N(CC)CC)C.[F:25][C:26]([F:39])([F:38])[S:27](O[S:27]([C:26]([F:39])([F:38])[F:25])(=[O:29])=[O:28])(=[O:29])=[O:28].C(=O)(O)[O-].[Na+], predict the reaction product. The product is: [F:25][C:26]([F:39])([F:38])[S:27]([O:17][C:5]1[CH:4]=[CH:3][C:2]([F:1])=[C:7]([NH:8][CH2:9][C:10]2([CH3:16])[CH2:15][CH2:14][O:13][CH2:12][CH2:11]2)[N:6]=1)(=[O:29])=[O:28]. (4) The product is: [CH3:2][O:3][C:4](=[O:10])[C@H:5]([CH:7]([CH3:9])[CH3:8])[NH:6][C:18]([O:20][C:21]([CH3:24])([CH3:23])[CH3:22])=[O:19]. Given the reactants Cl.[CH3:2][O:3][C:4](=[O:10])[C@H:5]([CH:7]([CH3:9])[CH3:8])[NH2:6].C(N(CC)CC)C.[C:18](O[C:18]([O:20][C:21]([CH3:24])([CH3:23])[CH3:22])=[O:19])([O:20][C:21]([CH3:24])([CH3:23])[CH3:22])=[O:19], predict the reaction product. (5) Given the reactants C[Al](C)C.[Cl:5][C:6]1[CH:7]=[CH:8][C:9]([NH2:12])=[N:10][CH:11]=1.[Si:13]([O:30][CH2:31][CH2:32][O:33][CH2:34][C@H:35]([O:40][C:41]1[N:46]=[CH:45][N:44]=[C:43]2[N:47]([C:50]3[C:55]([Cl:56])=[CH:54][CH:53]=[CH:52][N:51]=3)[N:48]=[CH:49][C:42]=12)[C:36](OC)=[O:37])([C:26]([CH3:29])([CH3:28])[CH3:27])([C:20]1[CH:25]=[CH:24][CH:23]=[CH:22][CH:21]=1)[C:14]1[CH:19]=[CH:18][CH:17]=[CH:16][CH:15]=1, predict the reaction product. The product is: [Si:13]([O:30][CH2:31][CH2:32][O:33][CH2:34][C@H:35]([O:40][C:41]1[N:46]=[CH:45][N:44]=[C:43]2[N:47]([C:50]3[C:55]([Cl:56])=[CH:54][CH:53]=[CH:52][N:51]=3)[N:48]=[CH:49][C:42]=12)[C:36]([NH:12][C:9]1[CH:8]=[CH:7][C:6]([Cl:5])=[CH:11][N:10]=1)=[O:37])([C:26]([CH3:27])([CH3:28])[CH3:29])([C:20]1[CH:21]=[CH:22][CH:23]=[CH:24][CH:25]=1)[C:14]1[CH:19]=[CH:18][CH:17]=[CH:16][CH:15]=1.